Dataset: Full USPTO retrosynthesis dataset with 1.9M reactions from patents (1976-2016). Task: Predict the reactants needed to synthesize the given product. (1) Given the product [Br:16][CH2:17][C:18]1[CH:19]=[C:20]([CH:21]=[CH:22][CH:23]=1)[CH2:24][O:15][C:12]1[CH:13]=[CH:14][C:9]([C:3]2[CH:4]=[CH:5][C:6]([F:8])=[CH:7][C:2]=2[F:1])=[CH:10][CH:11]=1, predict the reactants needed to synthesize it. The reactants are: [F:1][C:2]1[CH:7]=[C:6]([F:8])[CH:5]=[CH:4][C:3]=1[C:9]1[CH:14]=[CH:13][C:12]([OH:15])=[CH:11][CH:10]=1.[Br:16][CH2:17][C:18]1[CH:23]=[CH:22][CH:21]=[C:20]([CH2:24]Br)[CH:19]=1.C(=O)([O-])[O-].[K+].[K+]. (2) Given the product [ClH:46].[C:27]([N:23]1[C:24]2[C:19](=[CH:18][C:17]([C:15]3[CH:14]=[N:13][N:12]([CH2:11][CH2:10][NH:6][CH3:5])[CH:16]=3)=[CH:26][CH:25]=2)[C@H:20]([NH:31][C:32]2[C:37]([F:38])=[CH:36][CH:35]=[CH:34][N:33]=2)[CH2:21][C@@H:22]1[CH3:30])(=[O:29])[CH3:28], predict the reactants needed to synthesize it. The reactants are: CC([CH2:5][N:6]([CH2:10][CH2:11][N:12]1[CH:16]=[C:15]([C:17]2[CH:18]=[C:19]3[C:24](=[CH:25][CH:26]=2)[N:23]([C:27](=[O:29])[CH3:28])[C@@H:22]([CH3:30])[CH2:21][C@H:20]3[NH:31][C:32]2[C:37]([F:38])=[CH:36][CH:35]=[CH:34][N:33]=2)[CH:14]=[N:13]1)C(=O)[O-])(C)C.FC(F)(F)C(O)=O.[ClH:46].CCOCC. (3) The reactants are: [CH2:1]([N:8]1[C:13](=[O:14])[C:12]2[N:15]=[CH:16][CH:17]=[CH:18][C:11]=2[N:10]=[C:9]1[CH:19](Br)[CH2:20][CH3:21])[C:2]1[CH:7]=[CH:6][CH:5]=[CH:4][CH:3]=1.[CH3:23][N:24]([CH3:28])[CH2:25][CH2:26][NH2:27]. Given the product [CH2:1]([N:8]1[C:13](=[O:14])[C:12]2[N:15]=[CH:16][CH:17]=[CH:18][C:11]=2[N:10]=[C:9]1[CH:19]([NH:27][CH2:26][CH2:25][N:24]([CH3:28])[CH3:23])[CH2:20][CH3:21])[C:2]1[CH:7]=[CH:6][CH:5]=[CH:4][CH:3]=1, predict the reactants needed to synthesize it. (4) Given the product [N:25]([CH2:12][CH:13]1[O:18][C:17]2[C:19]([Br:23])=[CH:20][CH:21]=[CH:22][C:16]=2[N:15]([CH3:24])[CH2:14]1)=[N+:26]=[N-:27], predict the reactants needed to synthesize it. The reactants are: CC1C=CC(S(O[CH2:12][CH:13]2[O:18][C:17]3[C:19]([Br:23])=[CH:20][CH:21]=[CH:22][C:16]=3[N:15]([CH3:24])[CH2:14]2)(=O)=O)=CC=1.[N-:25]=[N+:26]=[N-:27].[Na+].